Dataset: Reaction yield outcomes from USPTO patents with 853,638 reactions. Task: Predict the reaction yield, written as a fraction of the theoretical maximum amount of product (1.0 means a 100% yield; for example, 0.34 means a 34% yield). The reactants are [C:1]([N:9]1[CH2:22][CH2:21][C:20]2[C:19]3[C:18]([C:23]4[CH:28]=[CH:27][CH:26]=[CH:25][C:24]=4[OH:29])=[CH:17][CH:16]=[CH:15][C:14]=3[NH:13][C:12]=2[CH2:11][CH2:10]1)(=[O:8])[C:2]1[CH:7]=[CH:6][CH:5]=[CH:4][CH:3]=1.I[CH2:31][CH2:32][CH3:33].C(OCC)(=O)C.CCCCCC. The catalyst is CC(C)=O. The product is [C:1]([N:9]1[CH2:22][CH2:21][C:20]2[C:19]3[C:18]([C:23]4[CH:28]=[CH:27][CH:26]=[CH:25][C:24]=4[O:29][CH2:31][CH2:32][CH3:33])=[CH:17][CH:16]=[CH:15][C:14]=3[NH:13][C:12]=2[CH2:11][CH2:10]1)(=[O:8])[C:2]1[CH:3]=[CH:4][CH:5]=[CH:6][CH:7]=1. The yield is 0.700.